This data is from Catalyst prediction with 721,799 reactions and 888 catalyst types from USPTO. The task is: Predict which catalyst facilitates the given reaction. Reactant: [Cl:1][C:2]1[CH:7]=[CH:6][C:5]([C:8]2[C:13]([O:14][CH2:15][C:16]([F:19])([F:18])[F:17])=[CH:12][N:11]=[C:10]([C:20]([OH:22])=O)[CH:9]=2)=[CH:4][CH:3]=1.F[B-](F)(F)F.N1(OC(N(C)C)=[N+](C)C)C2C=CC=CC=2N=N1.C(N(CC)C(C)C)(C)C.Cl.[CH3:55][O:56][C:57]1[CH:61]=[C:60]([CH2:62][NH2:63])[O:59][N:58]=1. Product: [CH3:55][O:56][C:57]1[CH:61]=[C:60]([CH2:62][NH:63][C:20]([C:10]2[CH:9]=[C:8]([C:5]3[CH:4]=[CH:3][C:2]([Cl:1])=[CH:7][CH:6]=3)[C:13]([O:14][CH2:15][C:16]([F:19])([F:17])[F:18])=[CH:12][N:11]=2)=[O:22])[O:59][N:58]=1. The catalyst class is: 9.